This data is from Forward reaction prediction with 1.9M reactions from USPTO patents (1976-2016). The task is: Predict the product of the given reaction. Given the reactants [C:1]([N:4]1[C@@H:10]([CH3:11])[C@H:9]([NH:12][C:13](=[O:25])[C@@H:14]([N:16]([CH3:24])[C:17](=[O:23])[O:18][C:19]([CH3:22])([CH3:21])[CH3:20])[CH3:15])[C:8](=[O:26])[NH:7][C:6]2[CH:27]=[CH:28][CH:29]=[CH:30][C:5]1=2)(=[O:3])[CH3:2].Cl[CH2:32][C:33]1[C:42]2[C:37](=[CH:38][CH:39]=[CH:40][CH:41]=2)[CH:36]=[CH:35][C:34]=1[O:43][CH3:44].C(=O)([O-])[O-].[Cs+].[Cs+].[I-].[Na+], predict the reaction product. The product is: [C:1]([N:4]1[C@@H:10]([CH3:11])[C@H:9]([NH:12][C:13](=[O:25])[C@@H:14]([N:16]([CH3:24])[C:17](=[O:23])[O:18][C:19]([CH3:22])([CH3:21])[CH3:20])[CH3:15])[C:8](=[O:26])[N:7]([CH2:32][C:33]2[C:42]3[C:37](=[CH:38][CH:39]=[CH:40][CH:41]=3)[CH:36]=[CH:35][C:34]=2[O:43][CH3:44])[C:6]2[CH:27]=[CH:28][CH:29]=[CH:30][C:5]1=2)(=[O:3])[CH3:2].